Dataset: Catalyst prediction with 721,799 reactions and 888 catalyst types from USPTO. Task: Predict which catalyst facilitates the given reaction. (1) Reactant: [C:1]([C:3]1[CH:4]=[C:5]([C:14](=[S:21])[NH:15][CH2:16][Si:17]([CH3:20])([CH3:19])[CH3:18])[CH:6]=[CH:7][C:8]=1[N:9]1[CH:13]=[N:12][CH:11]=[N:10]1)#[N:2].[CH3:22]C([O-])(C)C.[K+].CI.O. Product: [C:1]([C:3]1[CH:4]=[C:5]([C:14]([S:21][CH3:22])=[N:15][CH2:16][Si:17]([CH3:18])([CH3:20])[CH3:19])[CH:6]=[CH:7][C:8]=1[N:9]1[CH:13]=[N:12][CH:11]=[N:10]1)#[N:2]. The catalyst class is: 1. (2) The catalyst class is: 367. Reactant: [CH3:1][O:2][C:3]([C:5]1([NH2:13])[CH2:10][CH2:9][N:8]([O:11][CH3:12])[CH2:7][CH2:6]1)=[O:4].C(N(CC)CC)C.[CH3:21][C:22]1[CH:27]=[C:26]([CH3:28])[CH:25]=[C:24]([CH:29]=[CH2:30])[C:23]=1[CH2:31][C:32](Cl)=[O:33]. Product: [CH3:1][O:2][C:3]([C:5]1([NH:13][C:32](=[O:33])[CH2:31][C:23]2[C:24]([CH:29]=[CH2:30])=[CH:25][C:26]([CH3:28])=[CH:27][C:22]=2[CH3:21])[CH2:10][CH2:9][N:8]([O:11][CH3:12])[CH2:7][CH2:6]1)=[O:4]. (3) Product: [F:19][C:17]1[CH:16]=[C:15]2[C:11]([CH:12]=[CH:13][NH:14]2)=[C:10]([C:38]2[CH:37]=[C:36]3[C:32]([CH:33]=[N:34][NH:35]3)=[C:31]([NH:30][C:28]([C:27]3[N:23]([CH:21]([CH3:22])[CH3:20])[N:24]=[CH:25][CH:26]=3)=[O:29])[CH:39]=2)[CH:18]=1. The catalyst class is: 169. Reactant: P([O-])([O-])([O-])=O.[K+].[K+].[K+].Br[C:10]1[CH:18]=[C:17]([F:19])[CH:16]=[C:15]2[C:11]=1[CH:12]=[CH:13][NH:14]2.[CH3:20][CH:21]([N:23]1[C:27]([C:28]([NH:30][C:31]2[C:32]3[C:36]([CH:37]=[C:38](B4OC(C)(C)CC(C)(C)O4)[CH:39]=2)=[N:35][N:34](C2CCCCO2)[CH:33]=3)=[O:29])=[CH:26][CH:25]=[N:24]1)[CH3:22].O. (4) The catalyst class is: 6. Product: [CH3:22][C:14]1[CH:13]=[C:12]([NH:11][C:2]2[CH:7]=[CH:6][C:5]([N+:8]([O-:10])=[O:9])=[CH:4][CH:3]=2)[C:21]2[C:16](=[CH:17][CH:18]=[CH:19][CH:20]=2)[N:15]=1. Reactant: F[C:2]1[CH:7]=[CH:6][C:5]([N+:8]([O-:10])=[O:9])=[CH:4][CH:3]=1.[NH2:11][C:12]1[C:21]2[C:16](=[CH:17][CH:18]=[CH:19][CH:20]=2)[N:15]=[C:14]([CH3:22])[CH:13]=1.C([O-])([O-])=O.[K+].[K+].CN1CCCC1=O. (5) Reactant: O1C2C=CC=CC=2N=C1.NC1C=CC=CC=1.C(OC(=O)[NH:23][C@@H:24]1[CH2:28][CH2:27][N:26]([S:29]([C:32]2[C:40]3[O:39]C(C(C)(C)C)=[N:37][C:36]=3[CH:35]=[CH:34][C:33]=2[Cl:45])(=[O:31])=[O:30])[CH2:25]1)(C)(C)C.OS(O)(=O)=O. Product: [NH2:37][C:36]1[C:40]([OH:39])=[C:32]([S:29]([N:26]2[CH2:27][CH2:28][C@@H:24]([NH2:23])[CH2:25]2)(=[O:31])=[O:30])[C:33]([Cl:45])=[CH:34][CH:35]=1. The catalyst class is: 38. (6) Reactant: [H-].[Na+].Cl[CH2:4][C:5]([NH:7][C:8]1[CH:13]=[C:12]([OH:14])[CH:11]=[CH:10][C:9]=1[OH:15])=[O:6].Cl. Product: [OH:14][C:12]1[CH:11]=[CH:10][C:9]2[O:15][CH2:4][C:5](=[O:6])[NH:7][C:8]=2[CH:13]=1. The catalyst class is: 1. (7) Reactant: Cl.[O:2]([NH2:4])[CH3:3].[Br:5][C:6]1[C:13]([N+:14]([O-:16])=[O:15])=[CH:12][C:9]([CH:10]=O)=[C:8]([CH3:17])[CH:7]=1. Product: [CH3:3][O:2][N:4]=[CH:10][C:9]1[CH:12]=[C:13]([N+:14]([O-:16])=[O:15])[C:6]([Br:5])=[CH:7][C:8]=1[CH3:17]. The catalyst class is: 1.